This data is from Forward reaction prediction with 1.9M reactions from USPTO patents (1976-2016). The task is: Predict the product of the given reaction. The product is: [Br:13][C:9]1[C:8]([CH3:14])=[C:7]([N:6]2[C:4](=[O:5])[C:3]3[C:2](=[CH:18][C:17]([O:19][CH3:20])=[CH:16][CH:15]=3)[NH:1][C:22]2=[O:24])[CH:12]=[CH:11][CH:10]=1. Given the reactants [NH2:1][C:2]1[CH:18]=[C:17]([O:19][CH3:20])[CH:16]=[CH:15][C:3]=1[C:4]([NH:6][C:7]1[CH:12]=[CH:11][CH:10]=[C:9]([Br:13])[C:8]=1[CH3:14])=[O:5].Cl[C:22](Cl)([O:24]C(=O)OC(Cl)(Cl)Cl)Cl.C([O-])(O)=O.[Na+], predict the reaction product.